This data is from Reaction yield outcomes from USPTO patents with 853,638 reactions. The task is: Predict the reaction yield, written as a fraction of the theoretical maximum amount of product (1.0 means a 100% yield; for example, 0.34 means a 34% yield). (1) The product is [C:3]([C@:5]([NH:14][C:15](=[O:24])[O:16][CH2:17][C:18]1[CH:23]=[CH:22][N:21]=[CH:20][CH:19]=1)([CH3:13])[CH2:6][C:7]1[CH:8]=[CH:9][CH:10]=[CH:11][CH:12]=1)([OH:4])=[O:2]. The catalyst is C1COCC1.O. The reactants are C[O:2][C:3]([C@:5]([NH:14][C:15](=[O:24])[O:16][CH2:17][C:18]1[CH:23]=[CH:22][N:21]=[CH:20][CH:19]=1)([CH3:13])[CH2:6][C:7]1[CH:12]=[CH:11][CH:10]=[CH:9][CH:8]=1)=[O:4].O[Li].O.C(O)(=O)C. The yield is 0.530. (2) The reactants are [F:1][C:2]1[CH:7]=[CH:6][C:5]([N:8]2[C:13](=[O:14])[C:12]([CH2:15]Br)=[C:11]([C:17]3[CH:22]=[CH:21][C:20]([S:23]([CH3:26])(=[O:25])=[O:24])=[CH:19][CH:18]=3)[CH:10]=[N:9]2)=[CH:4][CH:3]=1.[Na+].[I-].[CH3:29][C:30]([SH:33])([CH3:32])[CH3:31]. The catalyst is CC(C)=O. The product is [F:1][C:2]1[CH:7]=[CH:6][C:5]([N:8]2[C:13](=[O:14])[C:12]([CH2:15][S:33][C:30]([CH3:32])([CH3:31])[CH3:29])=[C:11]([C:17]3[CH:22]=[CH:21][C:20]([S:23]([CH3:26])(=[O:25])=[O:24])=[CH:19][CH:18]=3)[CH:10]=[N:9]2)=[CH:4][CH:3]=1. The yield is 0.600. (3) The reactants are [Cl:1][C:2]1[CH:7]=[CH:6][C:5]([N+:8]([O-])=O)=[CH:4][C:3]=1[CH2:11][C:12]([O:14][CH2:15][CH3:16])=[O:13].Cl. The catalyst is CCO.[Fe]. The product is [NH2:8][C:5]1[CH:6]=[CH:7][C:2]([Cl:1])=[C:3]([CH2:11][C:12]([O:14][CH2:15][CH3:16])=[O:13])[CH:4]=1. The yield is 0.560. (4) The reactants are [CH3:1][O:2][C:3]([CH3:14])([CH3:13])[CH2:4][N:5]1[CH:9]=[CH:8][C:7]([N+:10]([O-])=O)=[N:6]1.[H][H]. The catalyst is [Pd].C(O)C. The product is [CH3:1][O:2][C:3]([CH3:14])([CH3:13])[CH2:4][N:5]1[CH:9]=[CH:8][C:7]([NH2:10])=[N:6]1. The yield is 0.710. (5) The reactants are [CH3:1][O:2][CH2:3][C@H:4]([CH3:31])[O:5][C:6]1[CH:7]=[C:8]([C:23]2[NH:27][C:26]([C:28]([OH:30])=O)=[CH:25][CH:24]=2)[CH:9]=[C:10]([O:12][C:13]2[CH:18]=[CH:17][C:16]([S:19]([CH3:22])(=[O:21])=[O:20])=[CH:15][CH:14]=2)[CH:11]=1.[NH2:32][CH2:33][CH:34]([OH:36])[CH3:35].CCN=C=NCCCN(C)C.Cl.Cl. The catalyst is ClCCl.CN(C)C1C=CN=CC=1. The product is [OH:36][C@H:34]([CH3:35])[CH2:33][NH:32][C:28]([C:26]1[NH:27][C:23]([C:8]2[CH:9]=[C:10]([O:12][C:13]3[CH:14]=[CH:15][C:16]([S:19]([CH3:22])(=[O:20])=[O:21])=[CH:17][CH:18]=3)[CH:11]=[C:6]([O:5][C@@H:4]([CH3:31])[CH2:3][O:2][CH3:1])[CH:7]=2)=[CH:24][CH:25]=1)=[O:30]. The yield is 0.830. (6) The reactants are [S:1](=[O:36])(=[O:35])([O:3][CH2:4][C@@H:5]1[CH2:9][C@@H:8]([C:10]2[C:14]3[N:15]=[CH:16][N:17]=[C:18]([NH:19][CH2:20][CH:21]4[CH2:26][CH2:25][CH2:24][CH2:23][CH2:22]4)[C:13]=3[S:12][CH:11]=2)[CH2:7][C@@H:6]1[O:27][Si](C(C)(C)C)(C)C)[NH2:2].C(O)(C(F)(F)F)=O. The yield is 0.680. The product is [S:1](=[O:35])(=[O:36])([O:3][CH2:4][C@@H:5]1[CH2:9][C@@H:8]([C:10]2[C:14]3[N:15]=[CH:16][N:17]=[C:18]([NH:19][CH2:20][CH:21]4[CH2:26][CH2:25][CH2:24][CH2:23][CH2:22]4)[C:13]=3[S:12][CH:11]=2)[CH2:7][C@@H:6]1[OH:27])[NH2:2]. The catalyst is ClCCl. (7) The reactants are [C:1]([C:3]1[CH:8]=[CH:7][CH:6]=[CH:5][N:4]=1)#[N:2].[Cl-:9].[NH4+:10]. The catalyst is CO.C[O-].[Na+]. The product is [ClH:9].[N:4]1[CH:5]=[CH:6][CH:7]=[CH:8][C:3]=1[C:1]([NH2:10])=[NH:2]. The yield is 0.660.